Dataset: Catalyst prediction with 721,799 reactions and 888 catalyst types from USPTO. Task: Predict which catalyst facilitates the given reaction. Reactant: FC(F)(F)C(O)=O.[N:8]1([CH2:13][C:14]2[CH:33]=[CH:32][C:17]([O:18][C@H:19]3[CH2:22][C@H:21]([CH2:23][NH:24]C(=O)OC(C)(C)C)[CH2:20]3)=[CH:16][CH:15]=2)[CH2:12][CH2:11][CH2:10][CH2:9]1. Product: [N:8]1([CH2:13][C:14]2[CH:33]=[CH:32][C:17]([O:18][C@H:19]3[CH2:22][C@H:21]([CH2:23][NH2:24])[CH2:20]3)=[CH:16][CH:15]=2)[CH2:12][CH2:11][CH2:10][CH2:9]1. The catalyst class is: 4.